Dataset: NCI-60 drug combinations with 297,098 pairs across 59 cell lines. Task: Regression. Given two drug SMILES strings and cell line genomic features, predict the synergy score measuring deviation from expected non-interaction effect. Drug 1: C1=C(C(=O)NC(=O)N1)N(CCCl)CCCl. Drug 2: CC1=C2C(C(=O)C3(C(CC4C(C3C(C(C2(C)C)(CC1OC(=O)C(C(C5=CC=CC=C5)NC(=O)C6=CC=CC=C6)O)O)OC(=O)C7=CC=CC=C7)(CO4)OC(=O)C)O)C)OC(=O)C. Cell line: OVCAR-8. Synergy scores: CSS=55.9, Synergy_ZIP=-4.55, Synergy_Bliss=-3.61, Synergy_Loewe=-29.9, Synergy_HSA=-2.59.